This data is from Catalyst prediction with 721,799 reactions and 888 catalyst types from USPTO. The task is: Predict which catalyst facilitates the given reaction. (1) Product: [OH:8][CH2:9][CH2:10][CH2:11][O:12][CH2:13][CH2:14][NH:15][C:16](=[O:22])[O:17][C:18]([CH3:20])([CH3:19])[CH3:21]. Reactant: C([O:8][CH2:9][CH2:10][CH2:11][O:12][CH2:13][CH2:14][NH:15][C:16](=[O:22])[O:17][C:18]([CH3:21])([CH3:20])[CH3:19])C1C=CC=CC=1. The catalyst class is: 352. (2) Reactant: Cl[C:2]1[N:11]=[C:10]([NH:12][CH2:13][C:14]2[CH:19]=[CH:18][C:17]([NH:20][C:21](=[O:29])[C:22]3[CH:27]=[CH:26][C:25](F)=[CH:24][CH:23]=3)=[CH:16][CH:15]=2)[C:9]2[C:4](=[CH:5][C:6]([CH3:30])=[CH:7][CH:8]=2)[N:3]=1.[OH:31][CH2:32][CH2:33][CH:34]1[CH2:39][CH2:38][CH2:37][CH2:36][NH:35]1. Product: [OH:31][CH2:32][CH2:33][CH:34]1[CH2:39][CH2:38][CH2:37][CH2:36][N:35]1[C:2]1[N:11]=[C:10]([NH:12][CH2:13][C:14]2[CH:19]=[CH:18][C:17]([NH:20][C:21](=[O:29])[C:22]3[CH:27]=[CH:26][CH:25]=[CH:24][CH:23]=3)=[CH:16][CH:15]=2)[C:9]2[C:4](=[CH:5][C:6]([CH3:30])=[CH:7][CH:8]=2)[N:3]=1. The catalyst class is: 12. (3) Reactant: [O:1]1[CH2:6][CH2:5][N:4]([CH2:7][C:8]([OH:10])=O)[CH2:3][CH2:2]1.CCN(C(C)C)C(C)C.C1CN([P+](ON2N=NC3C=CC=CC2=3)(N2CCCC2)N2CCCC2)CC1.F[P-](F)(F)(F)(F)F.[NH2:53][C:54]1[CH:55]=[C:56]([C:60]2[N:69]=[C:68]([NH:70][C:71]3[CH:72]=[C:73]4[C:77](=[CH:78][CH:79]=3)[N:76]([C:80]([O:82][C:83]([CH3:86])([CH3:85])[CH3:84])=[O:81])[N:75]=[CH:74]4)[C:67]3[C:62](=[CH:63][C:64]([O:92][CH3:93])=[C:65]([O:87][CH2:88][CH2:89][O:90][CH3:91])[CH:66]=3)[N:61]=2)[CH:57]=[CH:58][CH:59]=1. Product: [CH3:93][O:92][C:64]1[CH:63]=[C:62]2[C:67]([C:68]([NH:70][C:71]3[CH:72]=[C:73]4[C:77](=[CH:78][CH:79]=3)[N:76]([C:80]([O:82][C:83]([CH3:86])([CH3:85])[CH3:84])=[O:81])[N:75]=[CH:74]4)=[N:69][C:60]([C:56]3[CH:57]=[CH:58][CH:59]=[C:54]([NH:53][C:8](=[O:10])[CH2:7][N:4]4[CH2:3][CH2:2][O:1][CH2:6][CH2:5]4)[CH:55]=3)=[N:61]2)=[CH:66][C:65]=1[O:87][CH2:88][CH2:89][O:90][CH3:91]. The catalyst class is: 2. (4) Reactant: [C:1](Cl)(=[O:3])[CH3:2].[N:5]1([CH2:10][CH2:11][CH2:12][O:13][C:14]2[CH:19]=[CH:18][C:17]([C:20]3([CH2:26][NH:27][CH2:28][CH3:29])[CH2:25][CH2:24][O:23][CH2:22][CH2:21]3)=[CH:16][CH:15]=2)[CH2:9][CH2:8][CH2:7][CH2:6]1.C(N(CC)CC)C. Product: [CH2:28]([N:27]([CH2:26][C:20]1([C:17]2[CH:16]=[CH:15][C:14]([O:13][CH2:12][CH2:11][CH2:10][N:5]3[CH2:9][CH2:8][CH2:7][CH2:6]3)=[CH:19][CH:18]=2)[CH2:25][CH2:24][O:23][CH2:22][CH2:21]1)[C:1](=[O:3])[CH3:2])[CH3:29]. The catalyst class is: 1. (5) Reactant: [CH2:1]([O:3][C:4](=[O:37])[C:5]([CH3:36])([O:28][C:29]1[CH:30]=[C:31]([CH3:35])[CH:32]=[CH:33][CH:34]=1)[CH:6]([C:14]1[CH:19]=[CH:18][C:17]([O:20]CC2C=CC=CC=2)=[CH:16][CH:15]=1)OC(=O)C(F)(F)F)[CH3:2]. Product: [CH2:1]([O:3][C:4](=[O:37])[C:5]([O:28][C:29]1[CH:30]=[C:31]([CH3:35])[CH:32]=[CH:33][CH:34]=1)([CH3:36])[CH2:6][C:14]1[CH:19]=[CH:18][C:17]([OH:20])=[CH:16][CH:15]=1)[CH3:2]. The catalyst class is: 78. (6) Reactant: [F:1][C:2]1[N:7]=[C:6]([N:8]([CH3:10])[CH3:9])[CH:5]=[CH:4][CH:3]=1.[Br:11]N1C(=O)CCC1=O. Product: [Br:11][C:3]1[CH:4]=[CH:5][C:6]([N:8]([CH3:10])[CH3:9])=[N:7][C:2]=1[F:1]. The catalyst class is: 10.